From a dataset of NCI-60 drug combinations with 297,098 pairs across 59 cell lines. Regression. Given two drug SMILES strings and cell line genomic features, predict the synergy score measuring deviation from expected non-interaction effect. (1) Drug 1: CCC1(CC2CC(C3=C(CCN(C2)C1)C4=CC=CC=C4N3)(C5=C(C=C6C(=C5)C78CCN9C7C(C=CC9)(C(C(C8N6C=O)(C(=O)OC)O)OC(=O)C)CC)OC)C(=O)OC)O.OS(=O)(=O)O. Drug 2: CNC(=O)C1=NC=CC(=C1)OC2=CC=C(C=C2)NC(=O)NC3=CC(=C(C=C3)Cl)C(F)(F)F. Cell line: U251. Synergy scores: CSS=-1.66, Synergy_ZIP=1.07, Synergy_Bliss=-2.07, Synergy_Loewe=-9.05, Synergy_HSA=-4.60. (2) Drug 1: CC1=C(C=C(C=C1)C(=O)NC2=CC(=CC(=C2)C(F)(F)F)N3C=C(N=C3)C)NC4=NC=CC(=N4)C5=CN=CC=C5. Drug 2: C1CN(P(=O)(OC1)NCCCl)CCCl. Cell line: CCRF-CEM. Synergy scores: CSS=-1.26, Synergy_ZIP=0.231, Synergy_Bliss=-0.950, Synergy_Loewe=-4.13, Synergy_HSA=-3.94. (3) Drug 1: C1C(C(OC1N2C=NC3=C(N=C(N=C32)Cl)N)CO)O. Drug 2: CC(C)(C#N)C1=CC(=CC(=C1)CN2C=NC=N2)C(C)(C)C#N. Cell line: OVCAR-8. Synergy scores: CSS=50.2, Synergy_ZIP=2.27, Synergy_Bliss=0.944, Synergy_Loewe=-8.78, Synergy_HSA=0.400. (4) Drug 1: CC1C(C(=O)NC(C(=O)N2CCCC2C(=O)N(CC(=O)N(C(C(=O)O1)C(C)C)C)C)C(C)C)NC(=O)C3=C4C(=C(C=C3)C)OC5=C(C(=O)C(=C(C5=N4)C(=O)NC6C(OC(=O)C(N(C(=O)CN(C(=O)C7CCCN7C(=O)C(NC6=O)C(C)C)C)C)C(C)C)C)N)C. Drug 2: CC12CCC3C(C1CCC2O)C(CC4=C3C=CC(=C4)O)CCCCCCCCCS(=O)CCCC(C(F)(F)F)(F)F. Cell line: SK-MEL-28. Synergy scores: CSS=17.3, Synergy_ZIP=19.8, Synergy_Bliss=19.6, Synergy_Loewe=16.5, Synergy_HSA=16.4. (5) Drug 1: C1=NC2=C(N1)C(=S)N=C(N2)N. Drug 2: C1C(C(OC1N2C=NC3=C(N=C(N=C32)Cl)N)CO)O. Cell line: MDA-MB-435. Synergy scores: CSS=3.24, Synergy_ZIP=-7.02, Synergy_Bliss=-7.99, Synergy_Loewe=-11.6, Synergy_HSA=-9.89. (6) Drug 1: C1CCN(CC1)CCOC2=CC=C(C=C2)C(=O)C3=C(SC4=C3C=CC(=C4)O)C5=CC=C(C=C5)O. Drug 2: CC1=CC=C(C=C1)C2=CC(=NN2C3=CC=C(C=C3)S(=O)(=O)N)C(F)(F)F. Cell line: SNB-75. Synergy scores: CSS=1.09, Synergy_ZIP=-0.981, Synergy_Bliss=-0.0192, Synergy_Loewe=-0.656, Synergy_HSA=-0.593. (7) Drug 1: C1=CC(=CC=C1C#N)C(C2=CC=C(C=C2)C#N)N3C=NC=N3. Drug 2: C1CCC(C(C1)N)N.C(=O)(C(=O)[O-])[O-].[Pt+4]. Cell line: U251. Synergy scores: CSS=28.0, Synergy_ZIP=-2.11, Synergy_Bliss=0.209, Synergy_Loewe=-2.71, Synergy_HSA=-0.859. (8) Drug 1: CC1=CC2C(CCC3(C2CCC3(C(=O)C)OC(=O)C)C)C4(C1=CC(=O)CC4)C. Drug 2: C1CCC(C(C1)N)N.C(=O)(C(=O)[O-])[O-].[Pt+4]. Cell line: HT29. Synergy scores: CSS=20.9, Synergy_ZIP=-7.17, Synergy_Bliss=-2.38, Synergy_Loewe=-30.1, Synergy_HSA=-3.01.